From a dataset of Catalyst prediction with 721,799 reactions and 888 catalyst types from USPTO. Predict which catalyst facilitates the given reaction. (1) Reactant: [CH:1]([NH:4][C:5]([C:7]1[C:15]2[C:10](=[N:11][CH:12]=[C:13]([C:16]3[C:24]4[C:19](=[CH:20][C:21]([F:26])=[CH:22][C:23]=4[F:25])[N:18]([CH3:27])[N:17]=3)[N:14]=2)[N:9](COCC[Si](C)(C)C)[CH:8]=1)=[O:6])([CH3:3])[CH3:2].C(O)(C(F)(F)F)=O. Product: [CH:1]([NH:4][C:5]([C:7]1[C:15]2[C:10](=[N:11][CH:12]=[C:13]([C:16]3[C:24]4[C:19](=[CH:20][C:21]([F:26])=[CH:22][C:23]=4[F:25])[N:18]([CH3:27])[N:17]=3)[N:14]=2)[NH:9][CH:8]=1)=[O:6])([CH3:3])[CH3:2]. The catalyst class is: 2. (2) Reactant: CC[N:3]=C=NCCCN(C)C.C1C=CC2N(O)N=NC=2C=1.[C:22]([O:26][C:27]([N:29]1[CH2:32][CH:31]([O:33][C:34]2[CH:35]=[N:36][C:37]([C:40]3[CH:45]=[CH:44][C:43]([C:46]([OH:48])=O)=[C:42]([F:49])[CH:41]=3)=[CH:38][CH:39]=2)[CH2:30]1)=[O:28])([CH3:25])([CH3:24])[CH3:23].N.O1CCOCC1.[OH-].[Na+]. Product: [C:22]([O:26][C:27]([N:29]1[CH2:30][CH:31]([O:33][C:34]2[CH:35]=[N:36][C:37]([C:40]3[CH:45]=[CH:44][C:43]([C:46](=[O:48])[NH2:3])=[C:42]([F:49])[CH:41]=3)=[CH:38][CH:39]=2)[CH2:32]1)=[O:28])([CH3:24])([CH3:23])[CH3:25]. The catalyst class is: 656. (3) Reactant: [CH3:1][C:2]([S:6]([CH3:9])(=[O:8])=[O:7])([CH3:5])[C:3]#[N:4].C(=O)=O.CC(C)=O.C([Li])CCC.CCCCCC.[F:28][C:29]1[CH:34]=[CH:33][C:32]([N+:35]([O-:37])=[O:36])=[CH:31][C:30]=1[C:38](=[N:40][S:41]([C:43]([CH3:46])([CH3:45])[CH3:44])=[O:42])[CH3:39].C[Al](C)C. Product: [C:3]([C:2]([S:6]([CH2:9][C:38]([NH:40][S:41]([C:43]([CH3:44])([CH3:46])[CH3:45])=[O:42])([C:30]1[CH:31]=[C:32]([N+:35]([O-:37])=[O:36])[CH:33]=[CH:34][C:29]=1[F:28])[CH3:39])(=[O:8])=[O:7])([CH3:5])[CH3:1])#[N:4]. The catalyst class is: 247. (4) Reactant: [C:1]1([CH3:11])[CH:6]=[CH:5][C:4]([S:7](Cl)(=[O:9])=[O:8])=[CH:3][CH:2]=1.[Cl:12][C:13]1[CH:18]=[CH:17][C:16]([CH2:19][CH2:20][C:21]([O:23][CH2:24][CH3:25])=[O:22])=[CH:15][C:14]=1[C@H:26]([OH:29])[CH2:27][OH:28].Cl.C(OCC)C. The catalyst class is: 17. Product: [Cl:12][C:13]1[CH:18]=[CH:17][C:16]([CH2:19][CH2:20][C:21]([O:23][CH2:24][CH3:25])=[O:22])=[CH:15][C:14]=1[C@H:26]([OH:29])[CH2:27][O:28][S:7]([C:4]1[CH:5]=[CH:6][C:1]([CH3:11])=[CH:2][CH:3]=1)(=[O:9])=[O:8]. (5) Reactant: [CH:1]1([C:4]2[NH:24][C:7]3[N:8]=[N:9][C:10]([CH2:12][CH2:13][CH2:14][CH2:15][N:16]4[CH:20]=[C:19]([C:21]([OH:23])=O)[N:18]=[N:17]4)=[CH:11][C:6]=3[CH:5]=2)[CH2:3][CH2:2]1.CN(C(ON1N=NC2C=CC=NC1=2)=[N+](C)C)C.F[P-](F)(F)(F)(F)F.[N:49]1[CH:54]=[CH:53][CH:52]=[CH:51][C:50]=1[CH2:55][NH2:56].CCN(C(C)C)C(C)C. Product: [CH:1]1([C:4]2[NH:24][C:7]3[N:8]=[N:9][C:10]([CH2:12][CH2:13][CH2:14][CH2:15][N:16]4[CH:20]=[C:19]([C:21]([NH:56][CH2:55][C:50]5[CH:51]=[CH:52][CH:53]=[CH:54][N:49]=5)=[O:23])[N:18]=[N:17]4)=[CH:11][C:6]=3[CH:5]=2)[CH2:2][CH2:3]1. The catalyst class is: 3. (6) The catalyst class is: 8. Product: [F:1][C:2]1[CH:3]=[C:4]([CH:33]([OH:35])[CH3:34])[CH:5]=[CH:6][C:7]=1[N:8]1[CH2:13][CH2:12][N:11]([C:14]([C:16]2[CH:21]=[C:20]([S:22]([CH3:25])(=[O:24])=[O:23])[CH:19]=[CH:18][C:17]=2[C:26]2[CH:31]=[CH:30][C:29]([F:32])=[CH:28][CH:27]=2)=[O:15])[CH2:10][CH2:9]1. Reactant: [F:1][C:2]1[CH:3]=[C:4]([C:33](=[O:35])[CH3:34])[CH:5]=[CH:6][C:7]=1[N:8]1[CH2:13][CH2:12][N:11]([C:14]([C:16]2[CH:21]=[C:20]([S:22]([CH3:25])(=[O:24])=[O:23])[CH:19]=[CH:18][C:17]=2[C:26]2[CH:31]=[CH:30][C:29]([F:32])=[CH:28][CH:27]=2)=[O:15])[CH2:10][CH2:9]1.B1(C)OC(C2C=CC=CC=2)(C2C=CC=CC=2)[C@H]2N1CCC2.C(Cl)(Cl)Cl.CCCCCC. (7) Product: [ClH:1].[CH3:24][C@H:25]1[NH:26][C@@H:27]([CH3:31])[CH2:28][N:29]([C:2]2[CH:7]=[C:6]([NH:8][S:9]([C:12]3[CH:13]=[CH:14][C:15]([C:18]4[O:19][C:20]([CH3:23])=[CH:21][CH:22]=4)=[CH:16][CH:17]=3)(=[O:10])=[O:11])[CH:5]=[CH:4][N:3]=2)[CH2:30]1. The catalyst class is: 62. Reactant: [Cl:1][C:2]1[CH:7]=[C:6]([NH:8][S:9]([C:12]2[CH:17]=[CH:16][C:15]([C:18]3[O:19][C:20]([CH3:23])=[CH:21][CH:22]=3)=[CH:14][CH:13]=2)(=[O:11])=[O:10])[CH:5]=[CH:4][N:3]=1.[CH3:24][C@H:25]1[CH2:30][NH:29][CH2:28][C@@H:27]([CH3:31])[NH:26]1.CC(C)([O-])C.[Na+].C1(P(C2CCCCC2)C2C=CC=CC=2C2C=CC=CC=2N(C)C)CCCCC1. (8) Reactant: [CH:1]([CH:3]1[CH2:12][CH2:11][CH2:10][C:9]2[CH:8]=[C:7]([C:13]#[N:14])[CH:6]=[CH:5][C:4]1=2)=O.[N:15]1([CH2:21][CH2:22][C:23]2[CH:32]=[CH:31][C:26]3[C:27](=[O:30])[O:28][CH2:29][C:25]=3[CH:24]=2)[CH2:20][CH2:19][NH:18][CH2:17][CH2:16]1.C(O[BH-](OC(=O)C)OC(=O)C)(=O)C.[Na+]. Product: [O:30]=[C:27]1[C:26]2[CH:31]=[CH:32][C:23]([CH2:22][CH2:21][N:15]3[CH2:20][CH2:19][N:18]([CH2:1][CH:3]4[CH2:12][CH2:11][CH2:10][C:9]5[CH:8]=[C:7]([C:13]#[N:14])[CH:6]=[CH:5][C:4]4=5)[CH2:17][CH2:16]3)=[CH:24][C:25]=2[CH2:29][O:28]1. The catalyst class is: 4.